From a dataset of Peptide-MHC class I binding affinity with 185,985 pairs from IEDB/IMGT. Regression. Given a peptide amino acid sequence and an MHC pseudo amino acid sequence, predict their binding affinity value. This is MHC class I binding data. The peptide sequence is GDIKASNIV. The MHC is HLA-B08:01 with pseudo-sequence HLA-B08:01. The binding affinity (normalized) is 0.